From a dataset of Full USPTO retrosynthesis dataset with 1.9M reactions from patents (1976-2016). Predict the reactants needed to synthesize the given product. (1) Given the product [Br:1][C:2]1[C:6]([C:7]2[C:8]([F:14])=[CH:9][CH:10]=[CH:11][C:12]=2[F:13])=[C:5]([C:15]2[CH:20]=[CH:19][C:18]([Cl:21])=[CH:17][CH:16]=2)[N:4]([CH3:24])[N:3]=1, predict the reactants needed to synthesize it. The reactants are: [Br:1][C:2]1[C:6]([C:7]2[C:12]([F:13])=[CH:11][CH:10]=[CH:9][C:8]=2[F:14])=[C:5]([C:15]2[CH:20]=[CH:19][C:18]([Cl:21])=[CH:17][CH:16]=2)[NH:4][N:3]=1.[H-].[Na+].[CH3:24]I.O. (2) Given the product [C:1]([O:5][C:6]([NH:8][CH2:9][C:10]([N:12]1[CH:21]([CH2:22][C:23]([O-:25])=[O:24])[C:20]2[N:19]=[CH:18][CH:17]=[C:16]([Cl:27])[C:15]=2[CH2:14][CH2:13]1)=[O:11])=[O:7])([CH3:4])([CH3:2])[CH3:3].[Na+:29], predict the reactants needed to synthesize it. The reactants are: [C:1]([O:5][C:6]([NH:8][CH2:9][C:10]([N:12]1[CH:21]([CH2:22][C:23]([O:25]C)=[O:24])[C:20]2[N:19]=[CH:18][CH:17]=[C:16]([Cl:27])[C:15]=2[CH2:14][CH2:13]1)=[O:11])=[O:7])([CH3:4])([CH3:3])[CH3:2].[OH-].[Na+:29]. (3) Given the product [CH3:1][S:2]([O:5][C:6]1[C:14]([O:15][CH3:16])=[CH:13][C:12]([C:17]2[N:18]([C:28]([O:30][C:31]([CH3:33])([CH3:32])[CH3:34])=[O:29])[C:19]3[C:24]([CH:25]=2)=[CH:23][C:22]([CH2:26][NH:36][CH2:37][CH2:38][C:39]2[CH:40]=[N:41][CH:42]=[CH:43][CH:44]=2)=[CH:21][CH:20]=3)=[C:11]2[C:7]=1[CH2:8][NH:9][C:10]2=[O:35])(=[O:4])=[O:3], predict the reactants needed to synthesize it. The reactants are: [CH3:1][S:2]([O:5][C:6]1[C:14]([O:15][CH3:16])=[CH:13][C:12]([C:17]2[N:18]([C:28]([O:30][C:31]([CH3:34])([CH3:33])[CH3:32])=[O:29])[C:19]3[C:24]([CH:25]=2)=[CH:23][C:22]([CH:26]=O)=[CH:21][CH:20]=3)=[C:11]2[C:7]=1[CH2:8][NH:9][C:10]2=[O:35])(=[O:4])=[O:3].[NH2:36][CH2:37][CH2:38][C:39]1[CH:40]=[N:41][CH:42]=[CH:43][CH:44]=1.C(O)(=O)C.C(O[BH-](OC(=O)C)OC(=O)C)(=O)C.[Na+].